From a dataset of Forward reaction prediction with 1.9M reactions from USPTO patents (1976-2016). Predict the product of the given reaction. (1) Given the reactants [CH:1]1([C:4]([C:6]2(C(O)=O)[CH2:10][CH2:9][CH2:8][CH2:7]2)=[O:5])[CH2:3][CH2:2]1.C([N:16](CC)CC)C.C1(P(N=[N+]=[N-])(C2C=CC=CC=2)=O)C=CC=CC=1.[C:38]([O-:41])(O)=[O:39].[Na+].[CH3:43][C:44](O)([CH3:46])[CH3:45], predict the reaction product. The product is: [C:44]([O:41][C:38](=[O:39])[NH:16][C:6]1([C:4]([CH:1]2[CH2:2][CH2:3]2)=[O:5])[CH2:7][CH2:8][CH2:9][CH2:10]1)([CH3:46])([CH3:45])[CH3:43]. (2) The product is: [OH:1][C:2]1([CH3:37])[CH2:7][CH2:6][N:5]([C:8]2[N:13]=[C:12]([NH:14][C:15]3[N:20]=[CH:19][C:18]4[C:21]([N:27]5[CH2:28][CH:29]([C:31]([CH3:36])([CH3:35])[C:32]([NH2:43])=[O:34])[CH2:30]5)=[N:22][N:23]([CH:24]([CH3:25])[CH3:26])[C:17]=4[CH:16]=3)[CH:11]=[CH:10][N:9]=2)[CH2:4][CH2:3]1. Given the reactants [OH:1][C:2]1([CH3:37])[CH2:7][CH2:6][N:5]([C:8]2[N:13]=[C:12]([NH:14][C:15]3[N:20]=[CH:19][C:18]4[C:21]([N:27]5[CH2:30][CH:29]([C:31]([CH3:36])([CH3:35])[C:32]([O-:34])=O)[CH2:28]5)=[N:22][N:23]([CH:24]([CH3:26])[CH3:25])[C:17]=4[CH:16]=3)[CH:11]=[CH:10][N:9]=2)[CH2:4][CH2:3]1.C[O-].[Na+].C([NH2:43])=O, predict the reaction product.